From a dataset of Forward reaction prediction with 1.9M reactions from USPTO patents (1976-2016). Predict the product of the given reaction. (1) Given the reactants [N+](C1C=CC(C([O:10][C@@:11]([C:18]2[N:19]=[N:20][N:21]([CH2:23][C:24]3[CH:33]=[C:32]4[C:27]([C:28](Cl)=[CH:29][C:30]([C:34]#[N:35])=[N:31]4)=[CH:26][CH:25]=3)[CH:22]=2)([C:14]([F:17])([F:16])[F:15])[CH2:12][CH3:13])=O)=CC=1)([O-])=O.[Cl:39][C:40]1[CH:41]=[C:42](B(O)O)[CH:43]=[C:44]([Cl:46])[CH:45]=1.C([O-])([O-])=O.[Na+].[Na+], predict the reaction product. The product is: [Cl:39][C:40]1[CH:41]=[C:42]([C:28]2[C:27]3[C:32](=[CH:33][C:24]([CH2:23][N:21]4[CH:22]=[C:18]([C@:11]([OH:10])([C:14]([F:16])([F:17])[F:15])[CH2:12][CH3:13])[N:19]=[N:20]4)=[CH:25][CH:26]=3)[N:31]=[C:30]([C:34]#[N:35])[CH:29]=2)[CH:43]=[C:44]([Cl:46])[CH:45]=1. (2) Given the reactants O[CH:2]1[C:10]2[C:5](=[CH:6][CH:7]=[C:8]([CH3:11])[CH:9]=2)[C:4](=[O:12])[O:3]1.[CH:13]1[CH:18]=[CH:17][C:16]([C@H:19]([NH2:22])[CH2:20]O)=[CH:15][CH:14]=1.CCCCCC.C(OCC)(=O)C, predict the reaction product. The product is: [CH3:11][C:8]1[CH:9]=[C:10]2[C:5]([C:4](=[O:12])[N:22]3[CH:19]([C:16]4[CH:17]=[CH:18][CH:13]=[CH:14][CH:15]=4)[CH2:20][O:3][CH:2]32)=[CH:6][CH:7]=1.